From a dataset of Forward reaction prediction with 1.9M reactions from USPTO patents (1976-2016). Predict the product of the given reaction. (1) The product is: [C:1]([O:5][C:6](=[O:15])[NH:7][C:8]1[C:13]([C:21](=[O:24])[CH2:22][CH3:23])=[CH:12][CH:11]=[C:10]([Cl:14])[N:9]=1)([CH3:4])([CH3:2])[CH3:3]. Given the reactants [C:1]([O:5][C:6](=[O:15])[NH:7][C:8]1[CH:13]=[CH:12][CH:11]=[C:10]([Cl:14])[N:9]=1)([CH3:4])([CH3:3])[CH3:2].C([Li])CCC.[C:21](N1CCOCC1)(=[O:24])[CH2:22][CH3:23].[Cl-].[NH4+], predict the reaction product. (2) The product is: [CH3:2][CH2:1][NH:3][C:4](=[O:5])[NH:6][C:7]1[NH:8][C:9]2[CH:15]=[CH:14][C:13]([O:16][S:22]([C:18]3[S:17][CH:21]=[CH:20][CH:19]=3)(=[O:24])=[O:23])=[CH:12][C:10]=2[N:11]=1. Given the reactants [CH2:1]([NH:3][C:4]([NH:6][C:7]1[NH:11][C:10]2[CH:12]=[C:13]([OH:16])[CH:14]=[CH:15][C:9]=2[N:8]=1)=[O:5])[CH3:2].[S:17]1[CH:21]=[CH:20][CH:19]=[C:18]1[S:22](Cl)(=[O:24])=[O:23].C(N(CC)CC)C, predict the reaction product. (3) The product is: [C:32]1([C:37]2[CH:42]=[CH:41][CH:40]=[CH:39][CH:38]=2)[CH:33]=[CH:34][CH:35]=[CH:36][C:31]=1[N:30]1[C:18](=[O:19])[C:11]2[C@@H:12]3[C:15]([CH3:17])([CH3:16])[C@@:9]([CH3:8])([CH2:14][CH2:13]3)[C:10]=2[N:29]1[CH3:27]. Given the reactants C(N(CC)CC)C.[CH3:8][C@:9]12[C:15]([CH3:17])([CH3:16])[C@H:12]([CH2:13][CH2:14]1)[CH:11]([C:18](Cl)=[O:19])[C:10]2=O.C(O[C:27]([N:29](C)[NH:30][C:31]1[CH:36]=[CH:35][CH:34]=[CH:33][C:32]=1[C:37]1[CH:42]=[CH:41][CH:40]=[CH:39][CH:38]=1)=O)(C)(C)C.Cl.O1CCOCC1, predict the reaction product. (4) Given the reactants [C:1]([CH2:5][C:6](Cl)=[O:7])([CH3:4])([CH3:3])[CH3:2].C([Sn](CCCC)(CCCC)[C:14]1[S:15][CH:16]=[CH:17][CH:18]=1)CCC, predict the reaction product. The product is: [CH3:2][C:1]([CH3:4])([CH3:3])[CH2:5][C:6]([C:14]1[S:15][CH:16]=[CH:17][CH:18]=1)=[O:7]. (5) Given the reactants CSC.B.[CH3:5][C:6]1[CH:7]=[C:8]([N:12]2[N:16]=[N:15][C:14]([C:17](=[O:19])[CH3:18])=[N:13]2)[CH:9]=[CH:10][CH:11]=1.B.CO, predict the reaction product. The product is: [CH3:5][C:6]1[CH:7]=[C:8]([N:12]2[N:16]=[N:15][C:14]([C@H:17]([OH:19])[CH3:18])=[N:13]2)[CH:9]=[CH:10][CH:11]=1. (6) The product is: [O:36]=[C:31]1[CH2:32][CH2:33][C:34](=[O:35])[N:30]1[O:7][C:6](=[O:8])[C:5]1[CH:9]=[CH:10][CH:11]=[C:3]([Sn:2]([CH3:13])([CH3:12])[CH3:1])[CH:4]=1. Given the reactants [CH3:1][Sn:2]([CH3:13])([CH3:12])[C:3]1[CH:4]=[C:5]([CH:9]=[CH:10][CH:11]=1)[C:6]([OH:8])=[O:7].C1(N=C=NC2CCCCC2)CCCCC1.O[N:30]1[C:34](=[O:35])[CH2:33][CH2:32][C:31]1=[O:36].C(OCC)(=O)C.CCCCCC, predict the reaction product. (7) Given the reactants Cl.[N+:2]([C:5]1[CH:10]=[CH:9][CH:8]=[CH:7][C:6]=1[S:11]([N:14]1[CH2:19][CH2:18][NH:17][CH2:16][C:15]1=[O:20])(=[O:13])=[O:12])([O-:4])=[O:3].[N:21]1([CH2:30][C:31](O)=[O:32])[CH:29]=[C:27]([CH3:28])[C:25](=[O:26])[NH:24][C:22]1=[O:23].C1CN([P+](ON2N=NC3C=CC=CC2=3)(N2CCCC2)N2CCCC2)CC1.F[P-](F)(F)(F)(F)F.C(N(CC)C(C)C)(C)C, predict the reaction product. The product is: [N+:2]([C:5]1[CH:10]=[CH:9][CH:8]=[CH:7][C:6]=1[S:11]([N:14]1[CH2:19][CH2:18][N:17]([C:31](=[O:32])[CH2:30][N:21]2[CH:29]=[C:27]([CH3:28])[C:25](=[O:26])[NH:24][C:22]2=[O:23])[CH2:16][C:15]1=[O:20])(=[O:12])=[O:13])([O-:4])=[O:3].